This data is from Reaction yield outcomes from USPTO patents with 853,638 reactions. The task is: Predict the reaction yield, written as a fraction of the theoretical maximum amount of product (1.0 means a 100% yield; for example, 0.34 means a 34% yield). (1) The reactants are [F:1][C:2]1[CH:7]=[CH:6][C:5]([CH2:8][C:9]([NH:11][CH2:12][CH2:13][C:14](=O)[CH3:15])=[O:10])=[CH:4][CH:3]=1.[O-]CC.[Na+].C(O)C. The catalyst is C(O)C. The product is [F:1][C:2]1[CH:7]=[CH:6][C:5]([C:8]2[C:9](=[O:10])[NH:11][CH2:12][CH2:13][C:14]=2[CH3:15])=[CH:4][CH:3]=1. The yield is 0.760. (2) The reactants are I[C:2]1[CH:12]=[CH:11][C:5]([O:6][CH2:7][CH2:8][CH2:9][OH:10])=[CH:4][CH:3]=1.[B:13]1([B:13]2[O:17][C:16]([CH3:19])([CH3:18])[C:15]([CH3:21])([CH3:20])[O:14]2)[O:17][C:16]([CH3:19])([CH3:18])[C:15]([CH3:21])([CH3:20])[O:14]1.C([O-])(=O)C.[K+]. The catalyst is CCCCCCC.C(OCC)(=O)C. The product is [CH3:20][C:15]1([CH3:21])[C:16]([CH3:19])([CH3:18])[O:17][B:13]([C:2]2[CH:12]=[CH:11][C:5]([O:6][CH2:7][CH2:8][CH2:9][OH:10])=[CH:4][CH:3]=2)[O:14]1. The yield is 0.672. (3) The reactants are [NH2:1][C:2]1[CH:3]=[C:4]([CH:8]2[C:17]([CH3:19])([CH3:18])[CH2:16][C:15]3[C:10](=[CH:11][CH:12]=[C:13]([C:20]([NH:22][S:23]([CH3:26])(=[O:25])=[O:24])=[O:21])[CH:14]=3)[NH:9]2)[CH:5]=[CH:6][CH:7]=1.[CH3:27][O:28][C:29](=[O:34])[C:30](Br)([CH3:32])[CH3:31].[C:35](=O)([O-])[O-].[K+].[K+]. The catalyst is CN(C)C=O. The product is [CH2:27]([O:28][C:29](=[O:34])[C:30]([NH:1][C:2]1[CH:7]=[CH:6][CH:5]=[C:4]([CH:8]2[C:17]([CH3:18])([CH3:19])[CH2:16][C:15]3[C:10](=[CH:11][CH:12]=[C:13]([C:20]([NH:22][S:23]([CH3:26])(=[O:25])=[O:24])=[O:21])[CH:14]=3)[NH:9]2)[CH:3]=1)([CH3:32])[CH3:31])[CH3:35]. The yield is 0.100. (4) The reactants are [Si:1]([O:8][CH2:9][CH:10]([OH:23])[CH2:11][N:12]1[CH:16]=[C:15]([N+:17]([O-:19])=[O:18])[N:14]=[C:13]1[N+]([O-])=O)([C:4]([CH3:7])([CH3:6])[CH3:5])([CH3:3])[CH3:2].[H-].[Na+]. The catalyst is CN(C=O)C. The product is [Si:1]([O:8][CH2:9][CH:10]1[O:23][C:13]2=[N:14][C:15]([N+:17]([O-:19])=[O:18])=[CH:16][N:12]2[CH2:11]1)([C:4]([CH3:7])([CH3:6])[CH3:5])([CH3:3])[CH3:2]. The yield is 0.640.